Dataset: Reaction yield outcomes from USPTO patents with 853,638 reactions. Task: Predict the reaction yield, written as a fraction of the theoretical maximum amount of product (1.0 means a 100% yield; for example, 0.34 means a 34% yield). (1) The reactants are [N:1]1[CH:6]=[CH:5][CH:4]=[CH:3][C:2]=1[C:7]1([CH2:12]OS(C)(=O)=O)[CH2:11][CH2:10][CH2:9][CH2:8]1.[C-:18]#[N:19].[Na+]. The catalyst is CS(C)=O. The product is [N:1]1[CH:6]=[CH:5][CH:4]=[CH:3][C:2]=1[C:7]1([CH2:12][C:18]#[N:19])[CH2:11][CH2:10][CH2:9][CH2:8]1. The yield is 0.820. (2) The reactants are C[O:2][C:3](=O)[CH2:4][C:5]1[C:6]([F:17])=[C:7]2[C:12](=[CH:13][C:14]=1[F:15])[N:11]=[CH:10][C:9]([Br:16])=[CH:8]2.O.[NH2:20][NH2:21]. The catalyst is C(O)C. The product is [Br:16][C:9]1[CH:10]=[N:11][C:12]2[C:7]([CH:8]=1)=[C:6]([F:17])[C:5]([CH2:4][C:3]([NH:20][NH2:21])=[O:2])=[C:14]([F:15])[CH:13]=2. The yield is 0.930.